From a dataset of Reaction yield outcomes from USPTO patents with 853,638 reactions. Predict the reaction yield, written as a fraction of the theoretical maximum amount of product (1.0 means a 100% yield; for example, 0.34 means a 34% yield). The reactants are [OH:1][CH2:2][C:3]1[CH:4]=[CH:5][C:6]2[S:11][CH2:10][C:9](=[O:12])[NH:8][C:7]=2[CH:13]=1.O=C1NC2C=C(C(O)=O)C=CC=2SC1.CCN(CC)CC.C(OC(Cl)=O)C(C)C.[BH4-].[Na+].Cl. The catalyst is C1COCC1.O. The product is [O:12]=[C:9]1[NH:8][C:7]2[CH:13]=[C:3]([CH:2]=[O:1])[CH:4]=[CH:5][C:6]=2[S:11][CH2:10]1. The yield is 0.890.